From a dataset of Experimentally validated miRNA-target interactions with 360,000+ pairs, plus equal number of negative samples. Binary Classification. Given a miRNA mature sequence and a target amino acid sequence, predict their likelihood of interaction. Result: 1 (interaction). The protein sequence of the target gene is MAGNDCGALLDEELSSFFLNYLSDTQGGDSGEEQLCADLPELDLSQLDASDFDSATCFGELQWCPETSETEPSQYSPDDSELFQIDSENEALLAALTKTLDDIPEDDVGLAAFPELDEGDTPSCTPASPAPLSAPPSPTLERLLSPASDVDELSLLQKLLLATSSPTASSDALKDGATWSQTSLSSRSQRPCVKVDGTQDKKTPTLRAQSRPCTELHKHLTSVLPCPRVKACSPTPHPSPRLLSKEEEEEVGEDCPSPWPTPASPQDSLAQDTASPDSAQPPEEDVRAMVQLIRYMHTYC.... The miRNA is mmu-miR-30e-5p with sequence UGUAAACAUCCUUGACUGGAAG.